From a dataset of Forward reaction prediction with 1.9M reactions from USPTO patents (1976-2016). Predict the product of the given reaction. (1) Given the reactants [Br:1][C:2]1[CH:8]=[CH:7][C:5]([NH2:6])=[C:4]([C:9]([F:12])([F:11])[F:10])[CH:3]=1.[N:13]([O-])=O.[Na+].O.O.[Sn](Cl)Cl, predict the reaction product. The product is: [Br:1][C:2]1[CH:8]=[CH:7][C:5]([NH:6][NH2:13])=[C:4]([C:9]([F:10])([F:11])[F:12])[CH:3]=1. (2) Given the reactants [CH3:1][CH:2]([CH2:14][CH2:15][CH2:16][CH:17]([CH3:29])[CH2:18][CH2:19][CH2:20][CH:21]([CH3:28])[CH2:22][CH2:23][CH2:24][CH:25]([CH3:27])[CH3:26])[CH2:3][CH2:4][O:5][CH2:6][C:7]([CH2:12][OH:13])([CH2:10][OH:11])[CH2:8][OH:9], predict the reaction product. The product is: [CH2:4]([O:5][CH2:6][C:7]([CH2:12][OH:13])([CH2:10][OH:11])[CH2:8][OH:9])[CH2:3][CH:2]([CH2:14][CH2:15][CH2:16][CH:17]([CH2:18][CH2:19][CH2:20][CH:21]([CH2:22][CH2:23][CH2:24][CH:25]([CH3:26])[CH3:27])[CH3:28])[CH3:29])[CH3:1].[OH2:5].